From a dataset of Forward reaction prediction with 1.9M reactions from USPTO patents (1976-2016). Predict the product of the given reaction. (1) Given the reactants [CH2:1]([O:3][C:4](=[O:19])[C:5]1[CH:10]=[CH:9][C:8]([N:11]2[CH2:16][C@H:15]([CH3:17])[NH:14][C@H:13]([CH3:18])[CH2:12]2)=[N:7][CH:6]=1)[CH3:2].C([O:22][C:23](=[O:30])[C:24]1C=CC=NC=1)C, predict the reaction product. The product is: [CH2:1]([O:3][C:4](=[O:19])[C:5]1[CH:10]=[CH:9][C:8]([N:11]2[CH2:16][C@H:15]([CH3:17])[N:14]([CH2:24][C:23]([OH:30])=[O:22])[C@H:13]([CH3:18])[CH2:12]2)=[N:7][CH:6]=1)[CH3:2]. (2) Given the reactants C[O:2][C:3](=[O:17])[C:4]([NH:6][C:7]1[C:16]2[C:11](=[CH:12][CH:13]=[CH:14][CH:15]=2)[CH:10]=[CH:9][CH:8]=1)=[O:5], predict the reaction product. The product is: [C:7]1([NH:6][C:4](=[O:5])[C:3]([OH:17])=[O:2])[C:16]2[C:11](=[CH:12][CH:13]=[CH:14][CH:15]=2)[CH:10]=[CH:9][CH:8]=1. (3) Given the reactants [CH2:1]([O:3][CH:4]([O:7][CH2:8][CH3:9])[C:5]#[CH:6])[CH3:2].C([Mg]Br)C.[CH3:14][C:15]1([CH3:37])[O:20][C:19](=[O:21])[C:18](=[CH:22][C:23]2[CH:28]=[CH:27][C:26]([O:29][CH:30]3[CH2:35][CH2:34][CH2:33][CH2:32][O:31]3)=[CH:25][CH:24]=2)[C:17](=[O:36])[O:16]1, predict the reaction product. The product is: [CH2:1]([O:3][CH:4]([O:7][CH2:8][CH3:9])[C:5]#[C:6][CH:22]([CH:18]1[C:17](=[O:36])[O:16][C:15]([CH3:14])([CH3:37])[O:20][C:19]1=[O:21])[C:23]1[CH:24]=[CH:25][C:26]([O:29][CH:30]2[CH2:35][CH2:34][CH2:33][CH2:32][O:31]2)=[CH:27][CH:28]=1)[CH3:2]. (4) Given the reactants [CH2:1]([N:3]1[C:8](=[O:9])[C:7]2[C:10]([CH3:18])=[C:11]([C:13]3[O:14][CH:15]=[CH:16][CH:17]=3)[S:12][C:6]=2[NH:5][C:4]1=[O:19])[CH3:2].[C:20](=O)([O-])[O-].[K+].[K+].CI, predict the reaction product. The product is: [CH2:1]([N:3]1[C:8](=[O:9])[C:7]2[C:10]([CH3:18])=[C:11]([C:13]3[O:14][CH:15]=[CH:16][CH:17]=3)[S:12][C:6]=2[N:5]([CH3:20])[C:4]1=[O:19])[CH3:2]. (5) The product is: [CH2:19]([C:2]1[N:7]=[C:6]([CH2:8][NH:9][C:10](=[O:16])[O:11][C:12]([CH3:15])([CH3:14])[CH3:13])[CH:5]=[CH:4][CH:3]=1)[CH:18]=[CH2:17]. Given the reactants Br[C:2]1[N:7]=[C:6]([CH2:8][NH:9][C:10](=[O:16])[O:11][C:12]([CH3:15])([CH3:14])[CH3:13])[CH:5]=[CH:4][CH:3]=1.[CH2:17](B1OC(C)(C)C(C)(C)O1)[CH:18]=[CH2:19].[F-].[Cs+], predict the reaction product. (6) Given the reactants [N+:1]([C:4]1[CH:9]=[CH:8][C:7]([C:10]2[CH2:11][CH2:12][N:13]([CH2:16][CH2:17][C:18]([F:21])([F:20])[F:19])[CH2:14][CH:15]=2)=[CH:6][CH:5]=1)([O-])=O, predict the reaction product. The product is: [F:21][C:18]([F:19])([F:20])[CH2:17][CH2:16][N:13]1[CH2:14][CH2:15][CH:10]([C:7]2[CH:6]=[CH:5][C:4]([NH2:1])=[CH:9][CH:8]=2)[CH2:11][CH2:12]1. (7) Given the reactants [NH2:1][C:2](=O)[C@@H:3]([NH:8][C:9](=[O:15])[O:10][C:11]([CH3:14])([CH3:13])[CH3:12])[CH2:4][CH:5]1[CH2:7][CH2:6]1.COC1C=CC(P2(SP(C3C=CC(OC)=CC=3)(=S)S2)=[S:26])=CC=1, predict the reaction product. The product is: [NH2:1][C:2](=[S:26])[C@@H:3]([NH:8][C:9](=[O:15])[O:10][C:11]([CH3:14])([CH3:13])[CH3:12])[CH2:4][CH:5]1[CH2:7][CH2:6]1. (8) The product is: [CH3:1][C:2]([CH3:17])([CH3:16])[C:3]([NH:5][CH2:6][CH2:7][C:8]1[CH:9]=[CH:10][C:11]([CH2:12][NH2:13])=[CH:14][CH:15]=1)=[O:4]. Given the reactants [CH3:1][C:2]([CH3:17])([CH3:16])[C:3]([NH:5][CH2:6][CH2:7][C:8]1[CH:15]=[CH:14][C:11]([C:12]#[N:13])=[CH:10][CH:9]=1)=[O:4], predict the reaction product.